Predict the reactants needed to synthesize the given product. From a dataset of Full USPTO retrosynthesis dataset with 1.9M reactions from patents (1976-2016). Given the product [Cl:42][CH2:41][CH2:40][CH2:39][O:38][C:34]1[CH:35]=[C:36]2[C:31](=[CH:32][CH:33]=1)[NH:30][C:29]([C:27]([OH:28])=[O:26])=[CH:37]2, predict the reactants needed to synthesize it. The reactants are: OC1C=C2C(=CC=1)N(CC(F)(F)F)C(C(N1CCOCC1)=O)=C2.C([O:26][C:27]([C:29]1[NH:30][C:31]2[C:36]([CH:37]=1)=[CH:35][C:34]([O:38][CH2:39][CH2:40][CH2:41][Cl:42])=[CH:33][CH:32]=2)=[O:28])C.